This data is from Reaction yield outcomes from USPTO patents with 853,638 reactions. The task is: Predict the reaction yield, written as a fraction of the theoretical maximum amount of product (1.0 means a 100% yield; for example, 0.34 means a 34% yield). (1) The reactants are [CH2:1]([O:3][C:4]([C:6]1[C:15](=O)[C:14]2[C:9](=[N:10][C:11]([CH3:17])=[CH:12][CH:13]=2)[NH:8][CH:7]=1)=[O:5])[CH3:2].O=P(Cl)(Cl)[Cl:20]. No catalyst specified. The product is [CH2:1]([O:3][C:4]([C:6]1[CH:7]=[N:8][C:9]2[C:14]([C:15]=1[Cl:20])=[CH:13][CH:12]=[C:11]([CH3:17])[N:10]=2)=[O:5])[CH3:2]. The yield is 0.570. (2) The reactants are Br[C:2]1[CH:3]=[C:4]2[C:9](=[CH:10][CH:11]=1)[N:8]=[CH:7][C:6]([C:12](=[O:14])[CH3:13])=[C:5]2[NH:15][C@H:16]1[CH2:21][CH2:20][C@H:19]([N:22]([CH3:24])[CH3:23])[CH2:18][CH2:17]1.[Cl:25][C:26]1[CH:31]=[C:30](B2OC(C)(C)C(C)(C)O2)[CH:29]=[C:28]([Cl:41])[C:27]=1[OH:42].Cl. The catalyst is ClCCl.CO. The product is [ClH:25].[Cl:25][C:26]1[CH:31]=[C:30]([C:2]2[CH:3]=[C:4]3[C:9](=[CH:10][CH:11]=2)[N:8]=[CH:7][C:6]([C:12](=[O:14])[CH3:13])=[C:5]3[NH:15][C@H:16]2[CH2:21][CH2:20][C@H:19]([N:22]([CH3:24])[CH3:23])[CH2:18][CH2:17]2)[CH:29]=[C:28]([Cl:41])[C:27]=1[OH:42]. The yield is 0.700. (3) The reactants are [C:1]([C:5]1[CH:10]=[CH:9][C:8]([S:11]([NH2:14])(=[O:13])=[O:12])=[CH:7][CH:6]=1)(=[O:4])[CH2:2][CH3:3].[CH3:15][N:16]([CH:18]=O)[CH3:17].CN(C(OC)OC)C. The catalyst is C(OC(=O)C)C. The product is [CH3:15][N:16]([CH3:18])[CH:17]=[N:14][S:11]([C:8]1[CH:7]=[CH:6][C:5]([C:1](=[O:4])[CH2:2][CH3:3])=[CH:10][CH:9]=1)(=[O:12])=[O:13]. The yield is 0.940. (4) The reactants are [CH2:1]([N:3]1[C:15]2[C:14](=[O:16])[NH:13][CH:12]([CH3:17])[CH2:11][C:10]=2[C:9]2[C:4]1=[CH:5][CH:6]=[CH:7][CH:8]=2)[CH3:2].I[C:19]1[CH:20]=[N:21][CH:22]=[CH:23][C:24]=1[CH3:25].[O-]P([O-])([O-])=O.[K+].[K+].[K+].CN[C@@H]1CCCC[C@H]1NC. The catalyst is [Cu]I.O1CCOCC1. The product is [CH2:1]([N:3]1[C:15]2[C:14](=[O:16])[N:13]([C:19]3[CH:20]=[N:21][CH:22]=[CH:23][C:24]=3[CH3:25])[CH:12]([CH3:17])[CH2:11][C:10]=2[C:9]2[C:4]1=[CH:5][CH:6]=[CH:7][CH:8]=2)[CH3:2]. The yield is 0.0430.